This data is from Catalyst prediction with 721,799 reactions and 888 catalyst types from USPTO. The task is: Predict which catalyst facilitates the given reaction. (1) Reactant: [CH3:1][CH:2]([CH3:31])[CH2:3][CH:4]([NH:21][C:22]1[CH:23]=[N:24][C:25]([C:28](O)=[O:29])=[N:26][CH:27]=1)[C:5]1[CH:10]=[CH:9][C:8]([C:11]2[CH:16]=[CH:15][C:14]([C:17]([F:20])([F:19])[F:18])=[CH:13][CH:12]=2)=[CH:7][CH:6]=1.Cl.CN(C)CCCN=C=NCC.Cl.[CH2:45]([O:47][C:48](=[O:52])[CH2:49][CH2:50][NH2:51])[CH3:46].C(N(CC)CC)C. Product: [CH2:45]([O:47][C:48](=[O:52])[CH2:49][CH2:50][NH:51][C:28]([C:25]1[N:26]=[CH:27][C:22]([NH:21][CH:4]([C:5]2[CH:6]=[CH:7][C:8]([C:11]3[CH:16]=[CH:15][C:14]([C:17]([F:18])([F:20])[F:19])=[CH:13][CH:12]=3)=[CH:9][CH:10]=2)[CH2:3][CH:2]([CH3:31])[CH3:1])=[CH:23][N:24]=1)=[O:29])[CH3:46]. The catalyst class is: 4. (2) Reactant: [C:1]([O:5][C:6](=[O:20])[NH:7][CH:8]1[C:17]2[C:12](=[CH:13][C:14]([CH:18]=[O:19])=[CH:15][CH:16]=2)[CH2:11][CH2:10][CH2:9]1)([CH3:4])([CH3:3])[CH3:2].[CH3:21][Mg+].[Br-]. Product: [C:1]([O:5][C:6](=[O:20])[NH:7][CH:8]1[C:17]2[C:12](=[CH:13][C:14]([CH:18]([OH:19])[CH3:21])=[CH:15][CH:16]=2)[CH2:11][CH2:10][CH2:9]1)([CH3:4])([CH3:2])[CH3:3]. The catalyst class is: 1. (3) Reactant: [OH:1][C:2]1[CH:3]=[C:4]([NH:8][C:9](=[O:11])[CH3:10])[CH:5]=[CH:6][CH:7]=1.[CH2:12]=O.O.[NH:15]1[CH2:19][CH2:18][CH2:17][CH2:16]1. Product: [OH:1][C:2]1[CH:3]=[C:4]([NH:8][C:9](=[O:11])[CH3:10])[CH:5]=[CH:6][C:7]=1[CH2:12][N:15]1[CH2:19][CH2:18][CH2:17][CH2:16]1. The catalyst class is: 14. (4) Reactant: [NH2:1][C:2]1[CH:3]=[CH:4][C:5]([O:11][CH3:12])=[C:6]([NH:8][CH:9]=[O:10])[CH:7]=1.[N:13]([O-])=O.[Na+].F[B-](F)(F)F.[H+].[CH3:23][CH:24](C(C)=O)[C:25]([O:27][CH2:28][CH3:29])=[O:26].C([O-])(=O)C.[Na+]. Product: [CH:9]([NH:8][C:6]1[CH:7]=[C:2]([NH:1][N:13]=[C:24]([CH3:23])[C:25]([O:27][CH2:28][CH3:29])=[O:26])[CH:3]=[CH:4][C:5]=1[O:11][CH3:12])=[O:10]. The catalyst class is: 97. (5) Reactant: Cl[C:2]1[CH:7]=[C:6]([O:8][C:9]2[C:14]([F:15])=[CH:13][C:12]([NH:16][C:17]([C:19]3[C:24](=[O:25])[C:23]([C:26]4[CH:31]=[CH:30][C:29]([F:32])=[CH:28][CH:27]=4)=[CH:22][NH:21][CH:20]=3)=[O:18])=[C:11]([F:33])[CH:10]=2)[CH:5]=[CH:4][N:3]=1.[CH3:34][N:35]1[CH:39]=[C:38](B(O)O)[CH:37]=[N:36]1.C([O-])([O-])=O.[K+].[K+]. Product: [F:33][C:11]1[CH:10]=[C:9]([O:8][C:6]2[CH:5]=[CH:4][N:3]=[C:2]([C:38]3[CH:37]=[N:36][N:35]([CH3:34])[CH:39]=3)[CH:7]=2)[C:14]([F:15])=[CH:13][C:12]=1[NH:16][C:17]([C:19]1[C:24](=[O:25])[C:23]([C:26]2[CH:31]=[CH:30][C:29]([F:32])=[CH:28][CH:27]=2)=[CH:22][NH:21][CH:20]=1)=[O:18]. The catalyst class is: 752. (6) Product: [Cl:8][C:4]1[CH:5]=[CH:6][CH:7]=[C:2]([Cl:1])[C:3]=1[S:9]([O:12][C:13]1[CH:22]=[CH:21][C:16]2[N:17]=[C:18]([NH:20][C:24]([O:26][C:27]3[CH:32]=[CH:31][CH:30]=[CH:29][CH:28]=3)=[O:25])[S:19][C:15]=2[CH:14]=1)(=[O:11])=[O:10]. Reactant: [Cl:1][C:2]1[CH:7]=[CH:6][CH:5]=[C:4]([Cl:8])[C:3]=1[S:9]([O:12][C:13]1[CH:22]=[CH:21][C:16]2[N:17]=[C:18]([NH2:20])[S:19][C:15]=2[CH:14]=1)(=[O:11])=[O:10].Cl[C:24]([O:26][C:27]1[CH:32]=[CH:31][CH:30]=[CH:29][CH:28]=1)=[O:25].C(=O)([O-])O.[Na+]. The catalyst class is: 30. (7) Reactant: [O:1]1[CH2:6][CH2:5][N:4]([C:7]2[C:8]3[N:9]([C:13]([C:28]4[CH:40]=[CH:39][C:31]([C:32]([O:34]C(C)(C)C)=[O:33])=[CH:30][CH:29]=4)=[C:14]([CH2:16][S:17][C:18]4[CH:27]=[CH:26][C:25]5[C:20](=[CH:21][CH:22]=[CH:23][CH:24]=5)[N:19]=4)[N:15]=3)[N:10]=[CH:11][CH:12]=2)[CH2:3][CH2:2]1.C(O)(C(F)(F)F)=O. Product: [O:1]1[CH2:6][CH2:5][N:4]([C:7]2[C:8]3[N:9]([C:13]([C:28]4[CH:40]=[CH:39][C:31]([C:32]([OH:34])=[O:33])=[CH:30][CH:29]=4)=[C:14]([CH2:16][S:17][C:18]4[CH:27]=[CH:26][C:25]5[C:20](=[CH:21][CH:22]=[CH:23][CH:24]=5)[N:19]=4)[N:15]=3)[N:10]=[CH:11][CH:12]=2)[CH2:3][CH2:2]1. The catalyst class is: 2. (8) Reactant: [CH3:1][C@@H:2]1[NH:7][CH2:6][CH2:5][N:4]([C:8]([O:10][C:11]([CH3:14])([CH3:13])[CH3:12])=[O:9])[CH2:3]1.CCN(C(C)C)C(C)C.[F:24][C:25]([F:38])([F:37])[O:26][C:27]1[CH:32]=[CH:31][C:30]([S:33](Cl)(=[O:35])=[O:34])=[CH:29][CH:28]=1.Cl. Product: [CH3:1][C@@H:2]1[N:7]([S:33]([C:30]2[CH:29]=[CH:28][C:27]([O:26][C:25]([F:24])([F:37])[F:38])=[CH:32][CH:31]=2)(=[O:35])=[O:34])[CH2:6][CH2:5][N:4]([C:8]([O:10][C:11]([CH3:13])([CH3:12])[CH3:14])=[O:9])[CH2:3]1. The catalyst class is: 4.